Predict the reaction yield, written as a fraction of the theoretical maximum amount of product (1.0 means a 100% yield; for example, 0.34 means a 34% yield). From a dataset of Reaction yield outcomes from USPTO patents with 853,638 reactions. (1) The reactants are [C:1]([C:3]1[CH:4]=[C:5]([CH:10]=[CH:11][C:12]=1[OH:13])[C:6]([O:8][CH3:9])=[O:7])#[N:2].Br[CH:15]([CH3:17])[CH3:16].C(=O)([O-])[O-].[K+].[K+]. The catalyst is CN(C=O)C. The product is [C:1]([C:3]1[CH:4]=[C:5]([CH:10]=[CH:11][C:12]=1[O:13][CH:15]([CH3:17])[CH3:16])[C:6]([O:8][CH3:9])=[O:7])#[N:2]. The yield is 0.990. (2) The reactants are [Br:1][C:2]1[CH:11]=[CH:10][C:5]([C:6]([O:8][CH3:9])=[O:7])=[CH:4][C:3]=1[CH2:12][OH:13]. The catalyst is ClCCl.[O-2].[O-2].[Mn+4]. The product is [Br:1][C:2]1[CH:11]=[CH:10][C:5]([C:6]([O:8][CH3:9])=[O:7])=[CH:4][C:3]=1[CH:12]=[O:13]. The yield is 0.840. (3) The reactants are [C:1]1([CH2:7][S:8]([NH:11][C@H:12]([B:20]([O:22]C23CC(C2(C)C)CCC3(O)C)[OH:21])[CH2:13][C:14]2[CH:19]=[CH:18][CH:17]=[CH:16][CH:15]=2)(=[O:10])=[O:9])[CH:6]=[CH:5][CH:4]=[CH:3][CH:2]=1.Cl.C1(B(O)O)C=CC=CC=1.C1(B(O)O)C=CC=CC=1.C12(O)CC(C1(C)C)CCC2(O)C. The catalyst is CC#N.CCCCCC. The product is [C:1]1([CH2:7][S:8]([NH:11][C@H:12]([B:20]([OH:22])[OH:21])[CH2:13][C:14]2[CH:15]=[CH:16][CH:17]=[CH:18][CH:19]=2)(=[O:10])=[O:9])[CH:2]=[CH:3][CH:4]=[CH:5][CH:6]=1. The yield is 0.920. (4) The reactants are [C:1]([O:5][C:6](=[O:19])[NH:7][CH2:8][CH2:9][CH2:10][O:11][C:12]1[CH:17]=[CH:16][C:15]([NH2:18])=[CH:14][CH:13]=1)([CH3:4])([CH3:3])[CH3:2].C(O[C:25](=[O:49])[C@@H:26]([NH:31][C:32]([O:34][CH2:35][CH:36]1[C:48]2[CH:47]=[CH:46][CH:45]=[CH:44][C:43]=2C2C1=CC=CC=2)=[O:33])[CH2:27][C:28]([OH:30])=[O:29])(C)(C)C.[CH:50]1[CH:51]=[CH:52][C:53]2N(O)N=N[C:54]=2[CH:55]=1.CCN([CH:66]([CH3:68])[CH3:67])C(C)C.[CH3:69]N(C(ON1N=NC2C=CC=CC1=2)=[N+](C)C)C.F[P-](F)(F)(F)(F)F. The catalyst is CN(C=O)C. The product is [C:66]([O:30][C:28](=[O:29])[CH2:27][C@H:26]([NH:31][C:32]([O:34][CH2:35][CH:36]1[C:48]2[CH:43]=[CH:44][CH:45]=[CH:46][C:47]=2[C:53]2[C:54]1=[CH:55][CH:50]=[CH:51][CH:52]=2)=[O:33])[C:25]([NH:18][C:15]1[CH:14]=[CH:13][C:12]([O:11][CH2:10][CH2:9][CH2:8][NH:7][C:6]([O:5][C:1]([CH3:4])([CH3:2])[CH3:3])=[O:19])=[CH:17][CH:16]=1)=[O:49])([CH3:68])([CH3:69])[CH3:67]. The yield is 0.950. (5) The reactants are [Br:1][C:2]1[CH:7]=[C:6]([C:8]([OH:17])([C:13]([F:16])([F:15])[F:14])[C:9]([F:12])([F:11])[F:10])[CH:5]=[C:4]([S:18][C:19]([F:22])([F:21])[F:20])[C:3]=1[NH:23][C:24](=[O:32])[C:25]1[CH:30]=[CH:29][CH:28]=[C:27]([NH2:31])[CH:26]=1.[F:33][C:34]1[CH:42]=[CH:41][CH:40]=[CH:39][C:35]=1[C:36](Cl)=[O:37]. No catalyst specified. The product is [Br:1][C:2]1[CH:7]=[C:6]([C:8]([OH:17])([C:9]([F:11])([F:10])[F:12])[C:13]([F:16])([F:14])[F:15])[CH:5]=[C:4]([S:18][C:19]([F:20])([F:21])[F:22])[C:3]=1[NH:23][C:24](=[O:32])[C:25]1[CH:30]=[CH:29][CH:28]=[C:27]([NH:31][C:36](=[O:37])[C:35]2[CH:39]=[CH:40][CH:41]=[CH:42][C:34]=2[F:33])[CH:26]=1. The yield is 0.840. (6) The reactants are [O:1]1[CH2:6][CH2:5][O:4][C:3]2[CH:7]=[C:8]([OH:11])[CH:9]=[CH:10][C:2]1=2.C([Mg]Cl)(C)C.[Br:17][C:18]1[CH:19]=[C:20]2[C:24](=[CH:25][CH:26]=1)[N:23]([CH2:27][C:28]1[CH:33]=[CH:32][CH:31]=[CH:30][N:29]=1)[C:22](=[O:34])[C:21]2=[O:35].[Cl-].[NH4+]. The catalyst is ClCCl. The product is [Br:17][C:18]1[CH:19]=[C:20]2[C:24](=[CH:25][CH:26]=1)[N:23]([CH2:27][C:28]1[CH:33]=[CH:32][CH:31]=[CH:30][N:29]=1)[C:22](=[O:34])[C:21]2([OH:35])[C:9]1[C:8]([OH:11])=[CH:7][C:3]2[O:4][CH2:5][CH2:6][O:1][C:2]=2[CH:10]=1. The yield is 0.980. (7) The yield is 0.300. The catalyst is C(O)C(F)(F)F.CO. The product is [F:32][C:26]1[CH:27]=[CH:28][CH:29]=[C:30]([F:31])[C:25]=1[NH:24][C:22](=[O:23])[C:21]1[CH:33]=[C:17]([C:9]2[N:10]=[C:11]3[CH:16]=[CH:15][CH:14]=[CH:13][N:12]3[C:8]=2[C:6]2[CH:5]=[CH:4][N:3]=[C:2]([NH:45][C:43]3[CH:44]=[C:39]([CH2:37][CH3:38])[C:40]([N:49]4[CH2:54][CH2:53][N:52]([CH2:55][CH2:56][S:57]([CH3:60])(=[O:59])=[O:58])[CH2:51][CH2:50]4)=[CH:41][C:42]=3[O:46][CH2:47][CH3:48])[N:7]=2)[CH:18]=[CH:19][C:20]=1[O:34][CH2:35][CH3:36]. The reactants are Cl[C:2]1[N:7]=[C:6]([C:8]2[N:12]3[CH:13]=[CH:14][CH:15]=[CH:16][C:11]3=[N:10][C:9]=2[C:17]2[CH:18]=[CH:19][C:20]([O:34][CH2:35][CH3:36])=[C:21]([CH:33]=2)[C:22]([NH:24][C:25]2[C:30]([F:31])=[CH:29][CH:28]=[CH:27][C:26]=2[F:32])=[O:23])[CH:5]=[CH:4][N:3]=1.[CH2:37]([C:39]1[C:40]([N:49]2[CH2:54][CH2:53][N:52]([CH2:55][CH2:56][S:57]([CH3:60])(=[O:59])=[O:58])[CH2:51][CH2:50]2)=[CH:41][C:42]([O:46][CH2:47][CH3:48])=[C:43]([NH2:45])[CH:44]=1)[CH3:38].C1(C)C=CC(S(O)(=O)=O)=CC=1.N. (8) The reactants are [Cl:1][C:2]1[C:3](=[O:19])[N:4]([C:9]2[C:13]([C:14]#[N:15])=[C:12]([CH:16]([CH3:18])[CH3:17])[O:11][N:10]=2)[C:5](=[O:8])[C:6]=1[CH3:7].[BH4-].[Na+]. The catalyst is O1CCCC1.CO. The product is [Cl:1][C:2]1[C:3](=[O:19])[N:4]([C:9]2[C:13]([C:14]#[N:15])=[C:12]([CH:16]([CH3:17])[CH3:18])[O:11][N:10]=2)[CH:5]([OH:8])[C:6]=1[CH3:7]. The yield is 0.460.